This data is from Retrosynthesis with 50K atom-mapped reactions and 10 reaction types from USPTO. The task is: Predict the reactants needed to synthesize the given product. (1) Given the product CCN(CC)CCCNc1nc(-c2cc(C(=O)NCC(C)C)ccc2C)c2ccc(=O)n(-c3c(F)cccc3F)c2n1, predict the reactants needed to synthesize it. The reactants are: CC(C)CN.CCN(CC)CCCNc1nc(-c2cc(C(=O)O)ccc2C)c2ccc(=O)n(-c3c(F)cccc3F)c2n1. (2) Given the product O=C(Nc1nc[nH]n1)OCC(Cl)(Cl)Cl, predict the reactants needed to synthesize it. The reactants are: Nc1nc[nH]n1.O=C(Cl)OCC(Cl)(Cl)Cl. (3) The reactants are: CCOC(=O)c1ccc(Br)cc1.Cc1cccc(B(O)O)c1. Given the product CCOC(=O)c1ccc(-c2cccc(C)c2)cc1, predict the reactants needed to synthesize it. (4) The reactants are: C#Cc1cc(Cl)ccc1OCC(=O)OC(C)(C)C.CN(C)C(=O)c1cccc(Br)c1. Given the product CN(C)C(=O)c1cccc(C#Cc2cc(Cl)ccc2OCC(=O)OC(C)(C)C)c1, predict the reactants needed to synthesize it. (5) Given the product COC(=O)CCCCCOc1cc(Nc2ccc(C)c(C)c2)c([N+](=O)[O-])cc1[N+](=O)[O-], predict the reactants needed to synthesize it. The reactants are: COC(=O)CCCCCBr.Cc1ccc(Nc2cc(O)c([N+](=O)[O-])cc2[N+](=O)[O-])cc1C. (6) Given the product CC1CCCC1NC(=O)c1ccc(F)c(F)c1, predict the reactants needed to synthesize it. The reactants are: CC1CCCC1N.O=C(Cl)c1ccc(F)c(F)c1. (7) Given the product CCC(=O)CS(C)(c1ccc(Cl)cc1)c1ccc(Cl)cc1, predict the reactants needed to synthesize it. The reactants are: CC[Mg+].CON(C)C(=O)CS(C)(c1ccc(Cl)cc1)c1ccc(Cl)cc1.